This data is from Forward reaction prediction with 1.9M reactions from USPTO patents (1976-2016). The task is: Predict the product of the given reaction. (1) Given the reactants O[C:2]1[CH:3]=[CH:4][C:5]([C@@H:13]([OH:34])CN[C@H]2CC[C@H](NCCOCCC3C=CC=CC=3)CC2)=[C:6]2[C:11]=1NC(=O)C=C2.C(O[C:43]1[CH:44]=[CH:45][C:46]([C@@H:54]([O:57][Si:58]([C:61]([CH3:64])([CH3:63])[CH3:62])([CH3:60])[CH3:59])[CH2:55]Br)=[C:47]2[C:52]=1[NH:51][C:50](=[O:53])[CH:49]=[CH:48]2)C1C=CC=CC=1.[NH2:65][CH2:66][C:67]1([OH:83])[CH2:72][CH2:71][N:70]([CH2:73][CH2:74][O:75][CH2:76][C:77]2[CH:82]=[CH:81][CH:80]=[CH:79][CH:78]=2)[CH2:69][CH2:68]1.C(N(CC)C(C)C)(C)C, predict the reaction product. The product is: [CH2:13]([O:34][N:51]1[C:52]2[C:47](=[C:46]([CH:54]([O:57][Si:58]([C:61]([CH3:64])([CH3:63])[CH3:62])([CH3:60])[CH3:59])[CH2:55][NH:65][CH2:66][C:67]3([OH:83])[CH2:72][CH2:71][N:70]([CH2:73][CH2:74][O:75][CH2:76][C:77]4[CH:78]=[CH:79][CH:80]=[CH:81][CH:82]=4)[CH2:69][CH2:68]3)[CH:45]=[CH:44][CH:43]=2)[CH:48]=[CH:49][C:50]1=[O:53])[C:5]1[CH:6]=[CH:11][CH:2]=[CH:3][CH:4]=1. (2) Given the reactants [Cl:1][C:2]1[CH:7]=[CH:6][CH:5]=[C:4]([Cl:8])[C:3]=1[N:9]=[C:10]=S.C1COCC1.[CH2:17]([NH2:20])[CH2:18][NH2:19].Cl, predict the reaction product. The product is: [Cl:1][C:2]1[CH:7]=[CH:6][CH:5]=[C:4]([Cl:8])[C:3]=1[N:9]=[C:10]1[NH:20][CH2:17][CH2:18][NH:19]1. (3) Given the reactants CCN(C(C)C)C(C)C.[CH3:10][NH:11][CH:12]1[CH2:17][CH2:16][N:15]([C:18]2[CH:19]=[CH:20][C:21]3[N:22]([C:24]([C:27]([F:30])([F:29])[F:28])=[N:25][N:26]=3)[N:23]=2)[CH2:14][CH2:13]1.Br.Br[CH2:33][C:34]1[CH:35]=[N:36][CH:37]=[CH:38][CH:39]=1, predict the reaction product. The product is: [CH3:10][N:11]([CH2:33][C:34]1[CH:35]=[N:36][CH:37]=[CH:38][CH:39]=1)[CH:12]1[CH2:17][CH2:16][N:15]([C:18]2[CH:19]=[CH:20][C:21]3[N:22]([C:24]([C:27]([F:30])([F:28])[F:29])=[N:25][N:26]=3)[N:23]=2)[CH2:14][CH2:13]1. (4) Given the reactants [OH:1][C:2]1[CH:9]=[C:8]([O:10][C:11]2[CH:16]=[CH:15][CH:14]=[CH:13][CH:12]=2)[CH:7]=[C:6]([CH3:17])[C:3]=1[CH:4]=[O:5].C(N(CC)CC)C.[F:25][C:26]([F:39])([F:38])[S:27](O[S:27]([C:26]([F:39])([F:38])[F:25])(=[O:29])=[O:28])(=[O:29])=[O:28], predict the reaction product. The product is: [CH:4]([C:3]1[C:6]([CH3:17])=[CH:7][C:8]([O:10][C:11]2[CH:12]=[CH:13][CH:14]=[CH:15][CH:16]=2)=[CH:9][C:2]=1[O:1][S:27]([C:26]([F:39])([F:38])[F:25])(=[O:29])=[O:28])=[O:5]. (5) Given the reactants [C:1]([C:3]1[CH:4]=[CH:5][C:6](F)=[C:7]([CH:21]=1)[C:8]([NH:10][C:11]1[CH:16]=[CH:15][CH:14]=[C:13]([S:17](=[O:20])(=[O:19])[NH2:18])[CH:12]=1)=[O:9])#[N:2].[Cl:23][C:24]1[CH:29]=[C:28]([F:30])[CH:27]=[CH:26][C:25]=1[OH:31].C([O-])([O-])=O.[Cs+].[Cs+], predict the reaction product. The product is: [Cl:23][C:24]1[CH:29]=[C:28]([F:30])[CH:27]=[CH:26][C:25]=1[O:31][C:6]1[CH:5]=[CH:4][C:3]([C:1]#[N:2])=[CH:21][C:7]=1[C:8]([NH:10][C:11]1[CH:16]=[CH:15][CH:14]=[C:13]([S:17](=[O:20])(=[O:19])[NH2:18])[CH:12]=1)=[O:9]. (6) The product is: [ClH:1].[CH2:13]([N:20]1[C:28]2[C:23](=[CH:24][C:25]([NH:29][C:2]3[C:11]4[C:6](=[CH:7][C:8]([I:12])=[CH:9][CH:10]=4)[N:5]=[CH:4][N:3]=3)=[CH:26][CH:27]=2)[CH:22]=[N:21]1)[C:14]1[CH:15]=[CH:16][CH:17]=[CH:18][CH:19]=1. Given the reactants [Cl:1][C:2]1[C:11]2[C:6](=[CH:7][C:8]([I:12])=[CH:9][CH:10]=2)[N:5]=[CH:4][N:3]=1.[CH2:13]([N:20]1[C:28]2[C:23](=[CH:24][C:25]([NH2:29])=[CH:26][CH:27]=2)[CH:22]=[N:21]1)[C:14]1[CH:19]=[CH:18][CH:17]=[CH:16][CH:15]=1, predict the reaction product. (7) The product is: [CH2:1]([O:3][C:4]1[N:5]([C:14]2[CH:15]=[CH:16][C:17]([O:20][CH2:21][C:22]([F:24])([F:25])[F:23])=[CH:18][CH:19]=2)[C:6](=[O:13])[C:7]2[CH:12]=[CH:11][N:10]([CH3:30])[C:8]=2[N:9]=1)[CH3:2]. Given the reactants [CH2:1]([O:3][C:4]1[N:5]([C:14]2[CH:19]=[CH:18][C:17]([O:20][CH2:21][C:22]([F:25])([F:24])[F:23])=[CH:16][CH:15]=2)[C:6](=[O:13])[C:7]2[CH:12]=[CH:11][NH:10][C:8]=2[N:9]=1)[CH3:2].[H-].[Na+].IC.[C:30](O)(=O)CC(CC(O)=O)(C(O)=O)O, predict the reaction product. (8) Given the reactants [OH:1][CH2:2][C:3]1([CH2:7][OH:8])[CH2:6][CH2:5][CH2:4]1.Cl[C:10]1[S:11][CH:12]=[C:13]([C:15]2[CH:20]=[CH:19][C:18]([CH3:21])=[CH:17][CH:16]=2)[N:14]=1, predict the reaction product. The product is: [CH3:21][C:18]1[CH:19]=[CH:20][C:15]([C:13]2[N:14]=[C:10]([O:1][CH2:2][C:3]3([CH2:7][OH:8])[CH2:6][CH2:5][CH2:4]3)[S:11][CH:12]=2)=[CH:16][CH:17]=1.